Dataset: Full USPTO retrosynthesis dataset with 1.9M reactions from patents (1976-2016). Task: Predict the reactants needed to synthesize the given product. (1) The reactants are: Br[C:2]1[CH:7]=[CH:6][C:5]([Cl:8])=[C:4]([CH2:9][C:10]2[CH:15]=[CH:14][C:13]([O:16][CH2:17][CH2:18][O:19][CH:20]3[CH2:23][CH2:22][CH2:21]3)=[CH:12][CH:11]=2)[CH:3]=1.[Li]CCCC.C[Si](C)(C)[O:31][C@@H:32]1[C@@H:37]([O:38][Si](C)(C)C)[C@H:36]([O:43][Si](C)(C)C)[C@@H:35]([CH2:48][O:49][Si](C)(C)C)[O:34][C:33]1=O.C([SiH](CC)CC)C.B(F)(F)F.CCOCC. Given the product [Cl:8][C:5]1[CH:6]=[CH:7][C:2]([C@H:33]2[C@H:32]([OH:31])[C@@H:37]([OH:38])[C@H:36]([OH:43])[C@@H:35]([CH2:48][OH:49])[O:34]2)=[CH:3][C:4]=1[CH2:9][C:10]1[CH:15]=[CH:14][C:13]([O:16][CH2:17][CH2:18][O:19][CH:20]2[CH2:23][CH2:22][CH2:21]2)=[CH:12][CH:11]=1, predict the reactants needed to synthesize it. (2) Given the product [CH2:1]([O:3][C:4]1[CH:5]=[C:6]([O:16][C:17]2[CH:18]=[N:19][C:20]([S:23]([CH3:26])(=[O:25])=[O:24])=[CH:21][CH:22]=2)[CH:7]=[C:8]2[C:12]=1[NH:11][C:10]([C:13]1[S:15][CH:29]([CH2:28][C:27]([O:32][CH2:33][CH3:34])=[O:31])[CH2:30][N:14]=1)=[CH:9]2)[CH3:2], predict the reactants needed to synthesize it. The reactants are: [CH2:1]([O:3][C:4]1[CH:5]=[C:6]([O:16][C:17]2[CH:18]=[N:19][C:20]([S:23]([CH3:26])(=[O:25])=[O:24])=[CH:21][CH:22]=2)[CH:7]=[C:8]2[C:12]=1[NH:11][C:10]([C:13](=[S:15])[NH2:14])=[CH:9]2)[CH3:2].[C:27]([O:32][CH2:33][CH3:34])(=[O:31])[C:28]#[C:29][CH3:30].O1CCCC1.C(P(CCCC)CCCC)CCC.